This data is from Reaction yield outcomes from USPTO patents with 853,638 reactions. The task is: Predict the reaction yield, written as a fraction of the theoretical maximum amount of product (1.0 means a 100% yield; for example, 0.34 means a 34% yield). (1) The reactants are [N+:1]([C:4]1[CH:9]=[CH:8][C:7]([CH2:10][CH2:11][CH2:12][CH2:13][OH:14])=[CH:6][CH:5]=1)([O-])=O.[H][H]. The catalyst is [Pd].C(O)C. The product is [NH2:1][C:4]1[CH:5]=[CH:6][C:7]([CH2:10][CH2:11][CH2:12][CH2:13][OH:14])=[CH:8][CH:9]=1. The yield is 1.00. (2) The reactants are [H-].[Na+].[C:3]([O:7][C:8](=[O:15])[NH:9][C@H:10]1[CH2:13][C@H:12]([OH:14])[CH2:11]1)([CH3:6])([CH3:5])[CH3:4].Cl[C:17]1[N:21]([CH3:22])[C:20]2[CH:23]=[CH:24][CH:25]=[CH:26][C:19]=2[N:18]=1. The catalyst is CN(C=O)C.O. The product is [C:3]([O:7][C:8](=[O:15])[NH:9][C@H:10]1[CH2:13][C@H:12]([O:14][C:17]2[N:21]([CH3:22])[C:20]3[CH:23]=[CH:24][CH:25]=[CH:26][C:19]=3[N:18]=2)[CH2:11]1)([CH3:6])([CH3:4])[CH3:5]. The yield is 0.402. (3) The reactants are [CH3:1][C:2]1[CH:3]=[C:4]2[C:9](=[CH:10][C:11]=1[O:12][CH3:13])[N:8]=[CH:7][CH:6]=[CH:5]2.C1C(=O)N([Br:21])C(=O)C1. The catalyst is CN(C=O)C.CCOC(C)=O. The product is [Br:21][C:10]1[C:11]([O:12][CH3:13])=[C:2]([CH3:1])[CH:3]=[C:4]2[C:9]=1[N:8]=[CH:7][CH:6]=[CH:5]2. The yield is 0.670. (4) The reactants are Br[CH2:2][C:3]1[C:8]([CH3:9])=[CH:7][CH:6]=[CH:5][C:4]=1[Cl:10].C([O-])([O-])=O.[Cs+].[Cs+].[F:17][C:18]1[CH:26]=[CH:25][CH:24]=[C:23]2[C:19]=1[C:20]([I:27])=[N:21][NH:22]2. The catalyst is CN(C=O)C.O. The product is [Cl:10][C:4]1[CH:5]=[CH:6][CH:7]=[C:8]([CH3:9])[C:3]=1[CH2:2][N:22]1[C:23]2[C:19](=[C:18]([F:17])[CH:26]=[CH:25][CH:24]=2)[C:20]([I:27])=[N:21]1. The yield is 0.450. (5) The reactants are [N+]([O-])(O)=O.[N+]([O-])(O)=O.[CH3:9][O:10][C:11]1[CH:12]=[C:13]([NH:23][C:24]([NH2:26])=[NH:25])[CH:14]=[CH:15][C:16]=1[N:17]1[CH:21]=[C:20]([CH3:22])[N:19]=[CH:18]1.O=[C:28]([CH2:34][C:35](=O)[CH3:36])[C:29]([O:31][CH2:32][CH3:33])=[O:30].C(=O)([O-])[O-].[K+].[K+]. The catalyst is C(O)C.C(OCC)(=O)C. The product is [CH3:9][O:10][C:11]1[CH:12]=[C:13]([NH:23][C:24]2[N:26]=[C:28]([C:29]([O:31][CH2:32][CH3:33])=[O:30])[CH:34]=[C:35]([CH3:36])[N:25]=2)[CH:14]=[CH:15][C:16]=1[N:17]1[CH:21]=[C:20]([CH3:22])[N:19]=[CH:18]1. The yield is 0.620. (6) The reactants are [CH2:1]([O:3][CH:4]([O:8][CH2:9][CH3:10])[C@@H:5]([NH2:7])[CH3:6])[CH3:2].[N:11]1[S:12][N:13]=[C:14]2[C:19]([CH:20]=O)=[CH:18][CH:17]=[CH:16][C:15]=12. No catalyst specified. The product is [N:11]1[S:12][N:13]=[C:14]2[C:19]([CH2:20][NH:7][C@@H:5]([CH3:6])[CH:4]([O:8][CH2:9][CH3:10])[O:3][CH2:1][CH3:2])=[CH:18][CH:17]=[CH:16][C:15]=12. The yield is 0.950. (7) The product is [OH:14][CH2:13][CH:11]1[CH2:12][N:9]([C:15]([O:17][C:18]([CH3:21])([CH3:20])[CH3:19])=[O:16])[CH2:10]1. The catalyst is CO. The yield is 0.740. The reactants are CCN(CC)CC.Cl.[NH:9]1[CH2:12][CH:11]([CH2:13][OH:14])[CH2:10]1.[C:15](O[C:15]([O:17][C:18]([CH3:21])([CH3:20])[CH3:19])=[O:16])([O:17][C:18]([CH3:21])([CH3:20])[CH3:19])=[O:16].